Predict the product of the given reaction. From a dataset of Forward reaction prediction with 1.9M reactions from USPTO patents (1976-2016). (1) The product is: [C:1]([C:3]1[CH:8]=[CH:7][C:6]([N:9]2[C:13]([CH3:14])=[C:12]([CH2:15][C:16]3[CH:17]=[CH:18][C:19]([C:20]([NH:30][CH2:31][C:32]([OH:34])([CH3:35])[CH3:33])=[O:21])=[CH:23][CH:24]=3)[C:11]([CH3:25])=[N:10]2)=[CH:5][C:4]=1[C:26]([F:29])([F:28])[F:27])#[N:2]. Given the reactants [C:1]([C:3]1[CH:8]=[CH:7][C:6]([N:9]2[C:13]([CH3:14])=[C:12]([CH2:15][C:16]3[CH:24]=[CH:23][C:19]([C:20](O)=[O:21])=[CH:18][CH:17]=3)[C:11]([CH3:25])=[N:10]2)=[CH:5][C:4]=1[C:26]([F:29])([F:28])[F:27])#[N:2].[NH2:30][CH2:31][C:32]([CH3:35])([OH:34])[CH3:33], predict the reaction product. (2) Given the reactants [Cl:1][C:2]1[N:7]=[CH:6][N:5]=[C:4]([C:8]2[O:13][C@H:12]([CH2:14][OH:15])[C@@H:11]([O:16][Si:17]([CH:24]([CH3:26])[CH3:25])([CH:21]([CH3:23])[CH3:22])[CH:18]([CH3:20])[CH3:19])[C@H:10]([O:27][Si:28]([CH:35]([CH3:37])[CH3:36])([CH:32]([CH3:34])[CH3:33])[CH:29]([CH3:31])[CH3:30])[CH:9]=2)[C:3]=1[N+:38]([O-:40])=[O:39].CC(OI1(OC(C)=O)(OC(C)=O)OC(=O)C2C=CC=CC1=2)=O, predict the reaction product. The product is: [Cl:1][C:2]1[N:7]=[CH:6][N:5]=[C:4]([C:8]2[O:13][C@H:12]([CH:14]=[O:15])[C@@H:11]([O:16][Si:17]([CH:18]([CH3:20])[CH3:19])([CH:21]([CH3:22])[CH3:23])[CH:24]([CH3:25])[CH3:26])[C@H:10]([O:27][Si:28]([CH:29]([CH3:31])[CH3:30])([CH:32]([CH3:34])[CH3:33])[CH:35]([CH3:37])[CH3:36])[CH:9]=2)[C:3]=1[N+:38]([O-:40])=[O:39]. (3) The product is: [CH3:27][NH:28][CH2:22][C:13]1[CH:14]=[C:15]([C:16]2[CH:17]=[CH:18][CH:19]=[CH:20][CH:21]=2)[N:11]([S:8]([C:5]2[CH:4]=[CH:3][C:2]([CH3:1])=[CH:7][CH:6]=2)(=[O:10])=[O:9])[CH:12]=1. Given the reactants [CH3:1][C:2]1[CH:7]=[CH:6][C:5]([S:8]([N:11]2[C:15]([C:16]3[CH:21]=[CH:20][CH:19]=[CH:18][CH:17]=3)=[CH:14][C:13]([CH:22]=O)=[CH:12]2)(=[O:10])=[O:9])=[CH:4][CH:3]=1.[Cl-].C[NH3+].[C:27]([BH3-])#[N:28].[Na+].C(=O)([O-])O.[Na+], predict the reaction product.